Dataset: Reaction yield outcomes from USPTO patents with 853,638 reactions. Task: Predict the reaction yield, written as a fraction of the theoretical maximum amount of product (1.0 means a 100% yield; for example, 0.34 means a 34% yield). (1) The reactants are [C:1]1([C:17]2[CH:22]=[CH:21][CH:20]=[CH:19][CH:18]=2)[CH:6]=[CH:5][C:4]([CH:7]([NH:15][CH3:16])[CH2:8][N:9]2[CH2:14][CH2:13][O:12][CH2:11][CH2:10]2)=[CH:3][CH:2]=1.[CH3:23][C:24]1[CH:25]=[C:26]2[C:31](=[CH:32][C:33]=1[CH3:34])[N:30]([CH2:35][C:36]([OH:38])=O)[C:29](=[O:39])[CH:28]=[CH:27]2.C(N(C(C)C)CC)(C)C. The catalyst is CN(C)C=O. The product is [C:1]1([C:17]2[CH:22]=[CH:21][CH:20]=[CH:19][CH:18]=2)[CH:2]=[CH:3][C:4]([CH:7]([N:15]([CH3:16])[C:36](=[O:38])[CH2:35][N:30]2[C:31]3[C:26](=[CH:25][C:24]([CH3:23])=[C:33]([CH3:34])[CH:32]=3)[CH:27]=[CH:28][C:29]2=[O:39])[CH2:8][N:9]2[CH2:10][CH2:11][O:12][CH2:13][CH2:14]2)=[CH:5][CH:6]=1. The yield is 0.160. (2) The reactants are Br[C:2]1[CH:3]=[CH:4][C:5]2[N:6]([N:8]=[C:9]([NH:11][C:12](=[O:19])[C:13]3[CH:18]=[CH:17][CH:16]=[N:15][CH:14]=3)[N:10]=2)[CH:7]=1.[C:20]([C:22]1[CH:23]=[C:24](B(O)O)[CH:25]=[CH:26][CH:27]=1)#[N:21]. No catalyst specified. The product is [C:20]([C:22]1[CH:27]=[C:26]([C:2]2[CH:3]=[CH:4][C:5]3[N:6]([N:8]=[C:9]([NH:11][C:12](=[O:19])[C:13]4[CH:18]=[CH:17][CH:16]=[N:15][CH:14]=4)[N:10]=3)[CH:7]=2)[CH:25]=[CH:24][CH:23]=1)#[N:21]. The yield is 0.0700. (3) The yield is 0.0880. No catalyst specified. The product is [CH2:16]([N:20]([CH2:21][CH3:23])[CH2:31][CH2:35][O:34][C:33]1[CH:32]=[CH:11][C:6]([NH:5][CH:2]=[C:3]2[C:11]3[C:6](=[CH:7][C:8]([C:12]([C:14]4[CH:15]=[C:16]([NH:20][C:21]([C:23]5[N:24]([CH3:29])[N:25]=[C:26]([CH3:28])[CH:27]=5)=[O:22])[CH:17]=[CH:18][CH:19]=4)=[O:13])=[CH:9][CH:10]=3)[NH:5][C:4]2=[O:30])=[CH:7][CH:8]=1)[CH3:15]. The reactants are O[CH:2]=[C:3]1[C:11]2[C:6](=[CH:7][C:8]([C:12]([C:14]3[CH:15]=[C:16]([NH:20][C:21]([C:23]4[N:24]([CH3:29])[N:25]=[C:26]([CH3:28])[CH:27]=4)=[O:22])[CH:17]=[CH:18][CH:19]=3)=[O:13])=[CH:9][CH:10]=2)[NH:5][C:4]1=[O:30].[CH2:31]1[CH2:35][O:34][CH2:33][CH2:32]1. (4) The reactants are [C:1]([O:5][C:6]([N:8]1[CH2:14][CH2:13][CH2:12][CH:11]([N:15]2[CH2:20][CH2:19][C:18]([O:24][CH3:25])([C:21]([OH:23])=O)[CH2:17][CH2:16]2)[CH2:10][CH2:9]1)=[O:7])([CH3:4])([CH3:3])[CH3:2].Cl.[CH3:27][C:28]1([NH2:32])[CH2:31][CH2:30][CH2:29]1.CN(C(ON1N=NC2C=CC=NC1=2)=[N+](C)C)C.F[P-](F)(F)(F)(F)F.CCN(C(C)C)C(C)C. The catalyst is CN(C=O)C. The product is [CH3:25][O:24][C:18]1([C:21](=[O:23])[NH:32][C:28]2([CH3:27])[CH2:31][CH2:30][CH2:29]2)[CH2:17][CH2:16][N:15]([CH:11]2[CH2:12][CH2:13][CH2:14][N:8]([C:6]([O:5][C:1]([CH3:4])([CH3:3])[CH3:2])=[O:7])[CH2:9][CH2:10]2)[CH2:20][CH2:19]1. The yield is 0.134. (5) The reactants are [CH:1]([C:4]1[C:12]([C:13](=[O:17])[CH:14]([CH3:16])[CH3:15])=[C:7]2[CH:8]=[CH:9][CH:10]=[CH:11][N:6]2[N:5]=1)([CH3:3])[CH3:2].[BH4-].[Na+]. The catalyst is CO. The product is [CH:1]([C:4]1[C:12]([CH:13]([OH:17])[CH:14]([CH3:16])[CH3:15])=[C:7]2[CH:8]=[CH:9][CH:10]=[CH:11][N:6]2[N:5]=1)([CH3:3])[CH3:2]. The yield is 0.680. (6) The yield is 0.990. The product is [O:27]1[CH:28]=[CH:29][CH:30]=[C:26]1[C:2]1[C:10]2[O:9][C:8]([C:11]3[CH:16]=[CH:15][C:14]([O:17][CH3:18])=[CH:13][CH:12]=3)=[N:7][C:6]=2[CH:5]=[C:4]([O:19][CH3:20])[CH:3]=1. The catalyst is CC1C=CC(C)=CC=1.[Cl-].[NH4+].CC1C=CC=CC=1[P](C1C=CC=CC=1C)([Pd](Cl)(Cl)[P](C1=C(C)C=CC=C1)(C1C=CC=CC=1C)C1C=CC=CC=1C)C1C=CC=CC=1C. The reactants are Br[C:2]1[C:10]2[O:9][C:8]([C:11]3[CH:16]=[CH:15][C:14]([O:17][CH3:18])=[CH:13][CH:12]=3)=[N:7][C:6]=2[CH:5]=[C:4]([O:19][CH3:20])[CH:3]=1.C([Sn](CCCC)(CCCC)[C:26]1[O:27][CH:28]=[CH:29][CH:30]=1)CCC. (7) The reactants are [CH:1]1([N:6]2[CH2:12][CH2:11][C:10]3[CH:13]=[CH:14][C:15]([CH:17]4[CH2:22][CH2:21][NH:20][CH2:19][CH2:18]4)=[CH:16][C:9]=3[CH2:8][CH2:7]2)[CH2:5][CH2:4][CH2:3][CH2:2]1.C(=O)([O-])[O-].[K+].[K+].Cl[C:30]1[N:31]=[CH:32][C:33]([C:36]([O:38][CH3:39])=[O:37])=[N:34][CH:35]=1. The catalyst is CN(C)C=O. The product is [CH:1]1([N:6]2[CH2:12][CH2:11][C:10]3[CH:13]=[CH:14][C:15]([CH:17]4[CH2:22][CH2:21][N:20]([C:30]5[N:31]=[CH:32][C:33]([C:36]([O:38][CH3:39])=[O:37])=[N:34][CH:35]=5)[CH2:19][CH2:18]4)=[CH:16][C:9]=3[CH2:8][CH2:7]2)[CH2:5][CH2:4][CH2:3][CH2:2]1. The yield is 0.750.